Dataset: Full USPTO retrosynthesis dataset with 1.9M reactions from patents (1976-2016). Task: Predict the reactants needed to synthesize the given product. (1) Given the product [CH2:1]([O:8][CH2:9][CH:10]1[CH2:16][CH:14]([OH:18])[CH:17]1[OH:24])[C:2]1[CH:7]=[CH:6][CH:5]=[CH:4][CH:3]=1, predict the reactants needed to synthesize it. The reactants are: [CH2:1]([O:8][CH2:9][CH:10]1CC=C1)[C:2]1[CH:7]=[CH:6][CH:5]=[CH:4][CH:3]=1.[C:14]([O:18]C)([CH3:17])([CH3:16])C.CC([OH:24])(C)C.C[N+]1([O-])CCOCC1. (2) Given the product [CH3:36][C:25]1[C:24]([C:9]2[CH:17]=[C:16]([C:18]([F:19])([F:20])[F:21])[CH:15]=[C:14]3[C:10]=2[CH:11]=[N:12][NH:13]3)=[C:28]([CH3:29])[N:27]([CH2:30][C:31]([OH:33])=[O:32])[N:26]=1, predict the reactants needed to synthesize it. The reactants are: CC1(C)C(C)(C)OB([C:9]2[CH:17]=[C:16]([C:18]([F:21])([F:20])[F:19])[CH:15]=[C:14]3[C:10]=2[CH:11]=[N:12][NH:13]3)O1.Br[C:24]1[C:25]([CH3:36])=[N:26][N:27]([CH2:30][C:31]([O:33]CC)=[O:32])[C:28]=1[CH3:29]. (3) Given the product [Cl:63][C:58]1[CH:59]=[CH:60][CH:61]=[CH:62][C:57]=1[O:56][CH:53]1[CH2:52][CH2:51][N:50]([C:48](=[O:49])[CH2:47][NH:46][C:21]([C:19]2[N:18]=[N:17][N:16]([C:10]3[CH:11]=[CH:12][CH:13]=[CH:14][CH:15]=3)[CH:20]=2)=[O:23])[CH2:55][CH2:54]1, predict the reactants needed to synthesize it. The reactants are: CCN(C(C)C)C(C)C.[C:10]1([N:16]2[CH:20]=[C:19]([C:21]([OH:23])=O)[N:18]=[N:17]2)[CH:15]=[CH:14][CH:13]=[CH:12][CH:11]=1.C1C=CC2N(O)N=NC=2C=1.CCN=C=NCCCN(C)C.Cl.[NH2:46][CH2:47][C:48]([N:50]1[CH2:55][CH2:54][CH:53]([O:56][C:57]2[CH:62]=[CH:61][CH:60]=[CH:59][C:58]=2[Cl:63])[CH2:52][CH2:51]1)=[O:49]. (4) Given the product [CH3:26][O:25][C:14]1[CH:15]=[C:16]([C:19]2[CH:20]=[N:21][N:22]([CH3:24])[CH:23]=2)[CH:17]=[CH:18][C:13]=1[NH:12][C:9]1[N:10]=[CH:11][C:6]2[CH:5]=[CH:4][N:3]=[C:2]([NH:33][S:31]([C:28]([CH3:30])([CH3:29])[CH3:27])=[O:32])[C:7]=2[N:8]=1, predict the reactants needed to synthesize it. The reactants are: Cl[C:2]1[C:7]2[N:8]=[C:9]([NH:12][C:13]3[CH:18]=[CH:17][C:16]([C:19]4[CH:20]=[N:21][N:22]([CH3:24])[CH:23]=4)=[CH:15][C:14]=3[O:25][CH3:26])[N:10]=[CH:11][C:6]=2[CH:5]=[CH:4][N:3]=1.[CH3:27][C:28]([S:31]([NH2:33])=[O:32])([CH3:30])[CH3:29].C(=O)([O-])[O-].[Cs+].[Cs+].CC1(C)C2C(=C(P(C3C=CC=CC=3)C3C=CC=CC=3)C=CC=2)OC2C(P(C3C=CC=CC=3)C3C=CC=CC=3)=CC=CC1=2. (5) Given the product [ClH:1].[ClH:1].[NH2:32][C@H:33]1[CH2:38][CH2:37][C@H:36]([NH:39][C:2]2[N:10]=[C:9]3[C:5]([N:6]=[CH:7][N:8]3[CH:11]3[CH2:12][CH2:13][CH2:14][CH2:15]3)=[C:4]([NH:16][CH2:17][CH2:18][NH:19][C:20](=[O:31])[C:21]3[CH:26]=[CH:25][C:24]([O:27][CH3:28])=[C:23]([O:29][CH3:30])[CH:22]=3)[N:3]=2)[CH2:35][CH2:34]1, predict the reactants needed to synthesize it. The reactants are: [Cl:1][C:2]1[N:10]=[C:9]2[C:5]([N:6]=[CH:7][N:8]2[CH:11]2[CH2:15][CH2:14][CH2:13][CH2:12]2)=[C:4]([NH:16][CH2:17][CH2:18][NH:19][C:20](=[O:31])[C:21]2[CH:26]=[CH:25][C:24]([O:27][CH3:28])=[C:23]([O:29][CH3:30])[CH:22]=2)[N:3]=1.[NH2:32][C@H:33]1[CH2:38][CH2:37][C@H:36]([NH2:39])[CH2:35][CH2:34]1.